This data is from Full USPTO retrosynthesis dataset with 1.9M reactions from patents (1976-2016). The task is: Predict the reactants needed to synthesize the given product. (1) Given the product [CH3:20][O:19][C:15]1[CH:14]=[C:13]([S:10]([N:8]2[CH2:9][CH:5]([C:3]([OH:4])=[O:2])[N:6]([C:22]3[CH:27]=[CH:26][CH:25]=[CH:24][CH:23]=3)[C:7]2=[O:21])(=[O:11])=[O:12])[CH:18]=[CH:17][CH:16]=1, predict the reactants needed to synthesize it. The reactants are: C[O:2][C:3]([CH:5]1[CH2:9][N:8]([S:10]([C:13]2[CH:18]=[CH:17][CH:16]=[C:15]([O:19][CH3:20])[CH:14]=2)(=[O:12])=[O:11])[C:7](=[O:21])[N:6]1[C:22]1[CH:27]=[CH:26][CH:25]=[CH:24][CH:23]=1)=[O:4].[OH-].[Na+].Cl. (2) Given the product [C:1]1([C:7]2[CH:8]=[C:9]([C:19]3[CH:24]=[CH:23][C:22]([C:25]4[C:38]5[C:33]([C:32]([C:40]6[CH:45]=[CH:44][C:43]([C:46]7[CH:47]=[C:48]([C:58]8[CH:59]=[CH:60][CH:61]=[CH:62][CH:63]=8)[CH:49]=[C:50]([C:52]8[CH:53]=[CH:54][CH:55]=[CH:56][CH:57]=8)[CH:51]=7)=[CH:42][CH:41]=6)=[C:31]6[C:26]=4[CH:27]=[CH:28][CH:29]=[CH:30]6)=[CH:34][CH:35]=[CH:36][CH:37]=5)=[CH:21][CH:20]=3)[CH:10]=[C:11]([C:13]3[CH:14]=[CH:15][CH:16]=[CH:17][CH:18]=3)[CH:12]=2)[CH:6]=[CH:5][CH:4]=[CH:3][CH:2]=1, predict the reactants needed to synthesize it. The reactants are: [C:1]1([C:7]2[CH:8]=[C:9]([C:19]3[CH:24]=[CH:23][C:22]([C:25]4(O)[C:38]5[CH:37]=[CH:36][CH:35]=[CH:34][C:33]=5[C:32]([C:40]5[CH:45]=[CH:44][C:43]([C:46]6[CH:51]=[C:50]([C:52]7[CH:57]=[CH:56][CH:55]=[CH:54][CH:53]=7)[CH:49]=[C:48]([C:58]7[CH:63]=[CH:62][CH:61]=[CH:60][CH:59]=7)[CH:47]=6)=[CH:42][CH:41]=5)(O)[C:31]5[C:26]4=[CH:27][CH:28]=[CH:29][CH:30]=5)=[CH:21][CH:20]=3)[CH:10]=[C:11]([C:13]3[CH:18]=[CH:17][CH:16]=[CH:15][CH:14]=3)[CH:12]=2)[CH:6]=[CH:5][CH:4]=[CH:3][CH:2]=1.I.[PH2](O)=O.